From a dataset of Full USPTO retrosynthesis dataset with 1.9M reactions from patents (1976-2016). Predict the reactants needed to synthesize the given product. (1) Given the product [N+:11]([C:10]1[C:5]2[S:4][CH:3]=[C:2]([NH2:1])[C:6]=2[CH:7]=[CH:8][CH:9]=1)([O-:13])=[O:12], predict the reactants needed to synthesize it. The reactants are: [NH2:1][C:2]1[C:6]2[CH:7]=[CH:8][CH:9]=[C:10]([N+:11]([O-:13])=[O:12])[C:5]=2[S:4][C:3]=1C(OC)=O.CN1CCNCC1. (2) Given the product [F:41][C:5]([F:4])([F:40])[C:6]1[CH:7]=[C:8]([C:12]2[CH:39]=[CH:38][C:15]3[NH:16][C:17]([NH:19][C:20]([C:22]4[N:23]=[C:24]5[CH:29]=[CH:28][CH:27]=[C:26]([O:30][CH:31]6[CH2:36][CH2:35][N:34]([CH3:44])[CH2:33][CH2:32]6)[N:25]5[CH:37]=4)=[O:21])=[N:18][C:14]=3[CH:13]=2)[CH:9]=[CH:10][CH:11]=1, predict the reactants needed to synthesize it. The reactants are: Cl.Cl.Cl.[F:4][C:5]([F:41])([F:40])[C:6]1[CH:7]=[C:8]([C:12]2[CH:39]=[CH:38][C:15]3[NH:16][C:17]([NH:19][C:20]([C:22]4[N:23]=[C:24]5[CH:29]=[CH:28][CH:27]=[C:26]([O:30][CH:31]6[CH2:36][CH2:35][NH:34][CH2:33][CH2:32]6)[N:25]5[CH:37]=4)=[O:21])=[N:18][C:14]=3[CH:13]=2)[CH:9]=[CH:10][CH:11]=1.C=O.[C:44](O[BH-](OC(=O)C)OC(=O)C)(=O)C.[Na+]. (3) Given the product [Br:31][C:9]1[CH:10]=[C:11]2[C:20](=[CH:21][C:8]=1[C:3]1[CH:4]=[CH:5][CH:6]=[CH:7][C:2]=1[F:1])[O:19][CH2:18][C:17]1[N:12]2[C@H:13]([CH3:23])[C:14](=[O:22])[NH:15][N:16]=1, predict the reactants needed to synthesize it. The reactants are: [F:1][C:2]1[CH:7]=[CH:6][CH:5]=[CH:4][C:3]=1[C:8]1[CH:21]=[C:20]2[C:11]([N:12]3[C:17]([CH2:18][O:19]2)=[N:16][NH:15][C:14](=[O:22])[C@H:13]3[CH3:23])=[CH:10][CH:9]=1.C1C(=O)N([Br:31])C(=O)C1. (4) The reactants are: Cl[C:2]1[C:7]([CH3:8])=[CH:6][C:5]([N+:9]([O-:11])=[O:10])=[CH:4][N:3]=1.[CH3:12][O:13][C:14](=[O:22])[C:15]1[CH:20]=[CH:19][C:18]([OH:21])=[CH:17][CH:16]=1.C([O-])([O-])=O.[K+].[K+].C(Cl)Cl. Given the product [CH3:8][C:7]1[C:2]([O:21][C:18]2[CH:17]=[CH:16][C:15]([C:14]([O:13][CH3:12])=[O:22])=[CH:20][CH:19]=2)=[N:3][CH:4]=[C:5]([N+:9]([O-:11])=[O:10])[CH:6]=1, predict the reactants needed to synthesize it. (5) Given the product [N:9]1([C:3]2[C:2]([N:20]3[CH2:21][CH2:22][CH2:23][N:17]([CH3:16])[CH2:18][CH2:19]3)=[N:7][C:6]([Br:8])=[CH:5][N:4]=2)[CH2:15][CH2:14][CH2:13][CH2:12][CH2:11][CH2:10]1, predict the reactants needed to synthesize it. The reactants are: Br[C:2]1[C:3]([N:9]2[CH2:15][CH2:14][CH2:13][CH2:12][CH2:11][CH2:10]2)=[N:4][CH:5]=[C:6]([Br:8])[N:7]=1.[CH3:16][N:17]1[CH2:23][CH2:22][CH2:21][NH:20][CH2:19][CH2:18]1. (6) Given the product [CH2:1]([N:8]1[CH2:9][CH2:10][CH:11]([C:14]2[C:15](=[O:25])[NH:16][C:17]3[C:22]([CH:23]=2)=[CH:21][CH:20]=[CH:19][CH:18]=3)[CH2:12][CH2:13]1)[C:2]1[CH:7]=[CH:6][CH:5]=[CH:4][CH:3]=1, predict the reactants needed to synthesize it. The reactants are: [CH2:1]([N:8]1[CH2:13][CH2:12][CH:11]([CH:14]2[CH:23](O)[C:22]3[C:17](=[CH:18][CH:19]=[CH:20][CH:21]=3)[NH:16][C:15]2=[O:25])[CH2:10][CH2:9]1)[C:2]1[CH:7]=[CH:6][CH:5]=[CH:4][CH:3]=1.O.C1(C)C=CC(S(O)(=O)=O)=CC=1. (7) Given the product [C:1]([O:4][C@@H:5]1[C@H:9]([O:10][C:11](=[O:13])[CH3:12])[C@@H:8]([CH2:14][O:15][C:16](=[O:18])[CH3:17])[O:7][C@H:6]1[N:19]1[C:29]2[N:28]=[C:26]([NH:27][CH2:40][S:39][C:36]3[CH:37]=[CH:38][C:33]([CH3:32])=[CH:34][CH:35]=3)[NH:25][C:23](=[O:24])[C:22]=2[N:21]=[CH:20]1)(=[O:3])[CH3:2], predict the reactants needed to synthesize it. The reactants are: [C:1]([O:4][C@@H:5]1[C@H:9]([O:10][C:11](=[O:13])[CH3:12])[C@@H:8]([CH2:14][O:15][C:16](=[O:18])[CH3:17])[O:7][C@H:6]1[N:19]1[C:29]2[N:28]=[C:26]([NH2:27])[NH:25][C:23](=[O:24])[C:22]=2[N:21]=[CH:20]1)(=[O:3])[CH3:2].C=O.[CH3:32][C:33]1[CH:38]=[CH:37][C:36]([SH:39])=[CH:35][CH:34]=1.[C:40](O)(=O)C.